This data is from Forward reaction prediction with 1.9M reactions from USPTO patents (1976-2016). The task is: Predict the product of the given reaction. Given the reactants [C:1]([NH2:11])(=[O:10])[CH:2]([C:4]1[CH:9]=[CH:8][CH:7]=[CH:6][CH:5]=1)[OH:3].[OH-].[Na+].[C:14]1([CH3:24])[CH:19]=[CH:18][C:17]([S:20](Cl)(=[O:22])=[O:21])=[CH:16][CH:15]=1.Cl[CH2:26]Cl, predict the reaction product. The product is: [CH3:26][NH:11][C:1]([C@@H:2]([O:3][S:20]([C:17]1[CH:18]=[CH:19][C:14]([CH3:24])=[CH:15][CH:16]=1)(=[O:22])=[O:21])[C:4]1[CH:9]=[CH:8][CH:7]=[CH:6][CH:5]=1)=[O:10].